This data is from Forward reaction prediction with 1.9M reactions from USPTO patents (1976-2016). The task is: Predict the product of the given reaction. (1) The product is: [Br:1][C:2]1[C:11]2[C:6](=[CH:7][CH:8]=[CH:9][CH:10]=2)[C:5]([CH:12]=[O:13])=[CH:4][CH:3]=1. Given the reactants [Br:1][C:2]1[C:11]2[C:6](=[CH:7][CH:8]=[CH:9][CH:10]=2)[C:5]([CH2:12][OH:13])=[CH:4][CH:3]=1.C1C=C[NH+]=CC=1.[O-][Cr](Cl)(=O)=O.[Si](=O)=O, predict the reaction product. (2) Given the reactants C([O:5][C:6]([N:8]1[CH2:13][CH2:12][CH:11]([O:14][C:15]2[CH:20]=[CH:19][C:18]([C:21]#[N:22])=[CH:17][CH:16]=2)[CH2:10][CH2:9]1)=O)(C)(C)C.N1CCC(OC2C=CC(C#N)=CC=2)C[CH2:24]1, predict the reaction product. The product is: [C:6]([N:8]1[CH2:13][CH2:12][CH:11]([O:14][C:15]2[CH:20]=[CH:19][C:18]([C:21]#[N:22])=[CH:17][CH:16]=2)[CH2:10][CH2:9]1)(=[O:5])[CH3:24]. (3) Given the reactants [Br:1][C:2]1[CH:7]=[CH:6][C:5]([C:8](=[O:10])[CH3:9])=[C:4]([OH:11])[CH:3]=1.[H-].[Na+].Br[CH2:15][C:16]([O:18][CH3:19])=[O:17].CO, predict the reaction product. The product is: [C:8]([C:5]1[CH:6]=[CH:7][C:2]([Br:1])=[CH:3][C:4]=1[O:11][CH2:15][C:16]([O:18][CH3:19])=[O:17])(=[O:10])[CH3:9]. (4) Given the reactants [SH:1][CH2:2][CH2:3][OH:4].[Na+].[Cl-].P([O-])([O-])([O-])=O.[Na+].[Na+].[Na+].Br[C:16]1[C:21](=[O:22])[NH:20][C:18](=[O:19])[C:17]=1Br, predict the reaction product. The product is: [OH:4][CH2:3][CH2:2][S:1][C:17]1[C:18](=[O:19])[NH:20][C:21](=[O:22])[C:16]=1[S:1][CH2:2][CH2:3][OH:4].